The task is: Predict the reaction yield, written as a fraction of the theoretical maximum amount of product (1.0 means a 100% yield; for example, 0.34 means a 34% yield).. This data is from Reaction yield outcomes from USPTO patents with 853,638 reactions. The reactants are F[B-](F)(F)F.[O:6]=[N+:7]=[O:8].[F:9][C:10]([F:21])([F:20])[O:11][C:12]1[CH:19]=[CH:18][CH:17]=[CH:16][C:13]=1[CH:14]=[O:15]. The catalyst is [N+](C)([O-])=O. The product is [N+:7]([C:17]1[CH:18]=[CH:19][C:12]([O:11][C:10]([F:9])([F:20])[F:21])=[C:13]([CH:16]=1)[CH:14]=[O:15])([O-:8])=[O:6]. The yield is 0.608.